From a dataset of Catalyst prediction with 721,799 reactions and 888 catalyst types from USPTO. Predict which catalyst facilitates the given reaction. (1) Reactant: [C:1]1([CH:7]([CH2:14][C:15]2[CH:20]=[CH:19][C:18]([C:21]([NH:23][CH2:24][CH2:25][NH:26][C:27]3[CH:32]=[CH:31][CH:30]=[CH:29][N:28]=3)=[O:22])=[CH:17][CH:16]=2)[CH2:8][C:9]([O:11]CC)=[O:10])[CH:6]=[CH:5][CH:4]=[CH:3][CH:2]=1.[Li+].[OH-]. Product: [C:1]1([CH:7]([CH2:14][C:15]2[CH:20]=[CH:19][C:18]([C:21]([NH:23][CH2:24][CH2:25][NH:26][C:27]3[CH:32]=[CH:31][CH:30]=[CH:29][N:28]=3)=[O:22])=[CH:17][CH:16]=2)[CH2:8][C:9]([OH:11])=[O:10])[CH:6]=[CH:5][CH:4]=[CH:3][CH:2]=1. The catalyst class is: 20. (2) Product: [N:1]12[CH2:9][CH2:8][CH:5]([CH2:6][CH2:7]1)[N:4]([C:10]1[CH:11]=[C:12]3[C:17](=[CH:18][CH:19]=1)[N:16]=[C:15]([C:20]1[CH:25]=[CH:24][CH:23]=[C:22]([Cl:26])[CH:21]=1)[N:14]([CH2:27][C:28]([N:34]([CH3:35])[CH3:33])=[O:29])[C:13]3=[O:31])[CH2:3][CH2:2]2. Reactant: [N:1]12[CH2:9][CH2:8][CH:5]([CH2:6][CH2:7]1)[N:4]([C:10]1[CH:11]=[C:12]3[C:17](=[CH:18][CH:19]=1)[N:16]=[C:15]([C:20]1[CH:25]=[CH:24][CH:23]=[C:22]([Cl:26])[CH:21]=1)[N:14]([CH2:27][C:28](O)=[O:29])[C:13]3=[O:31])[CH2:3][CH2:2]2.Cl.[CH3:33][NH:34][CH3:35].C(N(CC)CC)C.CCCP1(OP(CCC)(=O)OP(CCC)(=O)O1)=O.C(OCC)(=O)C. The catalyst class is: 4. (3) Reactant: C(OC([N:8]1[CH2:13][CH2:12][C:11]([N:18]([C:23]2[CH:28]=[CH:27][CH:26]=[C:25]([NH:29]C(C3C=CC=CC=3)(C3C=CC=CC=3)C3C=CC=CC=3)[CH:24]=2)[C:19](=[O:22])[CH2:20][CH3:21])([C:14]([O:16][CH3:17])=[O:15])[CH2:10][CH2:9]1)=O)(C)(C)C. Product: [NH2:29][C:25]1[CH:24]=[C:23]([N:18]([C:11]2([C:14]([O:16][CH3:17])=[O:15])[CH2:12][CH2:13][NH:8][CH2:9][CH2:10]2)[C:19](=[O:22])[CH2:20][CH3:21])[CH:28]=[CH:27][CH:26]=1. The catalyst class is: 55. (4) Reactant: [CH3:1][C:2]1[N:3]=[C:4]2[C:9]([NH2:10])=[CH:8][C:7]([N:11]3[CH:15]=[N:14][CH:13]=[N:12]3)=[CH:6][N:5]2[C:16]=1[CH3:17].Br[CH2:19][C:20]1[CH:25]=[CH:24][C:23]([F:26])=[CH:22][C:21]=1[Cl:27].C(=O)([O-])[O-].[Na+].[Na+]. Product: [Cl:27][C:21]1[CH:22]=[C:23]([F:26])[CH:24]=[CH:25][C:20]=1[CH2:19][NH:10][C:9]1[C:4]2[N:5]([C:16]([CH3:17])=[C:2]([CH3:1])[N:3]=2)[CH:6]=[C:7]([N:11]2[CH:15]=[N:14][CH:13]=[N:12]2)[CH:8]=1. The catalyst class is: 9. (5) Reactant: [CH2:1]([N:3]1[C:7]([C:8]([O:10][CH3:11])=[O:9])=[CH:6][C:5]([OH:12])=[N:4]1)[CH3:2].[CH2:13](Br)[C:14]1[CH:19]=[CH:18][CH:17]=[CH:16][CH:15]=1.C(=O)([O-])[O-].[K+].[K+].O. Product: [CH2:13]([O:12][C:5]1[CH:6]=[C:7]([C:8]([O:10][CH3:11])=[O:9])[N:3]([CH2:1][CH3:2])[N:4]=1)[C:14]1[CH:19]=[CH:18][CH:17]=[CH:16][CH:15]=1. The catalyst class is: 9. (6) Reactant: C([O:3][C:4](=[O:40])[C:5]([CH3:39])([O:7][C:8]1[CH:13]=[CH:12][C:11]([CH2:14][N:15]([C:22]2[S:26][C:25]([C:27]3[CH:32]=[CH:31][C:30]([C:33]([F:36])([F:35])[F:34])=[CH:29][CH:28]=3)=[N:24][C:23]=2[CH3:37])[CH2:16][C:17]2[S:18][CH:19]=[CH:20][CH:21]=2)=[CH:10][C:9]=1[CH3:38])[CH3:6])C.[OH-].[Na+]. Product: [CH3:39][C:5]([O:7][C:8]1[CH:13]=[CH:12][C:11]([CH2:14][N:15]([C:22]2[S:26][C:25]([C:27]3[CH:28]=[CH:29][C:30]([C:33]([F:35])([F:36])[F:34])=[CH:31][CH:32]=3)=[N:24][C:23]=2[CH3:37])[CH2:16][C:17]2[S:18][CH:19]=[CH:20][CH:21]=2)=[CH:10][C:9]=1[CH3:38])([CH3:6])[C:4]([OH:40])=[O:3]. The catalyst class is: 14. (7) Reactant: Br[C:2]1[CH:3]=[CH:4][C:5]([N+:8]([O-:10])=[O:9])=[N:6][CH:7]=1.CC1(C)C(C)(C)OB([C:19]2[CH2:24][CH2:23][N:22]([C:25]([O:27][C:28]([CH3:31])([CH3:30])[CH3:29])=[O:26])[CH2:21][CH:20]=2)O1.C(=O)([O-])[O-].[Na+].[Na+].O. Product: [N+:8]([C:5]1[N:6]=[CH:7][C:2]([C:19]2[CH2:24][CH2:23][N:22]([C:25]([O:27][C:28]([CH3:31])([CH3:30])[CH3:29])=[O:26])[CH2:21][CH:20]=2)=[CH:3][CH:4]=1)([O-:10])=[O:9]. The catalyst class is: 149.